This data is from Forward reaction prediction with 1.9M reactions from USPTO patents (1976-2016). The task is: Predict the product of the given reaction. (1) Given the reactants O[C@@H:2]([C:22]([CH3:25])([CH3:24])[CH3:23])[C@@H:3]([NH:7][C:8]([O:10][CH2:11][CH2:12][CH2:13][CH2:14][CH2:15][C:16]1[CH:21]=[CH:20][CH:19]=[CH:18][CH:17]=1)=[O:9])[C:4]([OH:6])=[O:5].CCN(CC)CC.CN(C(ON1N=NC2C=CC=CC1=2)=[N+](C)C)C.[B-](F)(F)(F)F, predict the reaction product. The product is: [C:16]1([CH2:15][CH2:14][CH2:13][CH2:12][CH2:11][O:10][C:8](=[O:9])[NH:7][C@H:3]2[C:4](=[O:6])[O:5][C@H:2]2[C:22]([CH3:25])([CH3:24])[CH3:23])[CH:21]=[CH:20][CH:19]=[CH:18][CH:17]=1. (2) The product is: [C:13]([O:17][C:18](=[O:19])[NH:20][C@H:21]([C:25]([N:10]1[CH2:12][CH2:45][CH:44]([O:43][C:42]2[CH:41]=[CH:35][C:34]([Cl:1])=[CH:33][N:32]=2)[CH2:8][CH2:9]1)=[O:27])[CH:22]([CH3:23])[CH3:24])([CH3:14])([CH3:15])[CH3:16]. Given the reactants [ClH:1].C(N=C=NC[CH2:8][CH2:9][N:10]([CH3:12])C)C.[C:13]([O:17][C:18]([NH:20][C@H:21]([C:25]([OH:27])=O)[CH:22]([CH3:24])[CH3:23])=[O:19])([CH3:16])([CH3:15])[CH3:14].O.ON1[C:34]2[CH:35]=CC=C[C:33]=2[N:32]=N1.CN1[CH2:45][CH2:44][O:43][CH2:42][CH2:41]1, predict the reaction product. (3) Given the reactants [C:1]([C:5]1[CH:10]=[CH:9][C:8]([S:11]([NH:14][C:15]2[CH:16]=[C:17]3[C:22](=[CH:23][CH:24]=2)[N:21]=[CH:20][CH:19]=[CH:18]3)(=[O:13])=[O:12])=[CH:7][CH:6]=1)([CH3:4])([CH3:3])[CH3:2].Br[CH2:26][C:27]([O:29]C(C)(C)C)=[O:28], predict the reaction product. The product is: [C:1]([C:5]1[CH:6]=[CH:7][C:8]([S:11]([N:14]([CH2:26][C:27]([OH:29])=[O:28])[C:15]2[CH:16]=[C:17]3[C:22](=[CH:23][CH:24]=2)[N:21]=[CH:20][CH:19]=[CH:18]3)(=[O:12])=[O:13])=[CH:9][CH:10]=1)([CH3:4])([CH3:2])[CH3:3]. (4) Given the reactants [NH2:1][C:2]1[N:10]=[C:9]([F:11])[CH:8]=[CH:7][C:3]=1[C:4]([OH:6])=O.[CH3:12][C:13]1[CH:14]=[C:15]([O:19][C:20]2[CH:21]=[C:22]([CH:25]=[CH:26][CH:27]=2)[CH2:23][NH2:24])[CH:16]=[CH:17][CH:18]=1.CN([P+](ON1N=NC2C=CC=CC1=2)(N(C)C)N(C)C)C.F[P-](F)(F)(F)(F)F.C(=O)(O)[O-].[Na+], predict the reaction product. The product is: [CH3:12][C:13]1[CH:14]=[C:15]([O:19][C:20]2[CH:21]=[C:22]([CH2:23][NH:24][C:4](=[O:6])[C:3]3[CH:7]=[CH:8][C:9]([F:11])=[N:10][C:2]=3[NH2:1])[CH:25]=[CH:26][CH:27]=2)[CH:16]=[CH:17][CH:18]=1. (5) Given the reactants [CH3:1][O:2][C:3]1[CH:17]=[CH:16][C:6]([CH2:7][O:8][C:9]2[CH:14]=[C:13]([NH2:15])[CH:12]=[CH:11][N:10]=2)=[CH:5][CH:4]=1.C[Si]([N-][Si](C)(C)C)(C)C.[Li+].F[C:29]1[C:34]([C:35]2[N:40]=[C:39]([CH3:41])[N:38]=[C:37]([N:42]([CH2:52][C:53]3[CH:58]=[CH:57][C:56]([O:59][CH3:60])=[CH:55][CH:54]=3)[CH2:43][C:44]3[CH:49]=[CH:48][C:47]([O:50][CH3:51])=[CH:46][CH:45]=3)[N:36]=2)=[CH:33][CH:32]=[CH:31][N:30]=1, predict the reaction product. The product is: [CH3:60][O:59][C:56]1[CH:55]=[CH:54][C:53]([CH2:52][N:42]([CH2:43][C:44]2[CH:45]=[CH:46][C:47]([O:50][CH3:51])=[CH:48][CH:49]=2)[C:37]2[N:36]=[C:35]([C:34]3[C:29]([NH:15][C:13]4[CH:12]=[CH:11][N:10]=[C:9]([O:8][CH2:7][C:6]5[CH:5]=[CH:4][C:3]([O:2][CH3:1])=[CH:17][CH:16]=5)[CH:14]=4)=[N:30][CH:31]=[CH:32][CH:33]=3)[N:40]=[C:39]([CH3:41])[N:38]=2)=[CH:58][CH:57]=1. (6) Given the reactants [CH3:1][O:2][C:3]([C:5]1[CH:6]=[C:7]2[C:11](=[CH:12][CH:13]=1)[NH:10][C:9]([C:14]([O:16]CC1C=CC=CC=1)=[O:15])=[CH:8]2)=[O:4], predict the reaction product. The product is: [CH3:1][O:2][C:3]([C:5]1[CH:6]=[C:7]2[C:11](=[CH:12][CH:13]=1)[NH:10][C:9]([C:14]([OH:16])=[O:15])=[CH:8]2)=[O:4]. (7) Given the reactants Br[C:2]1[CH:7]=[CH:6][N:5]=[C:4]([O:8][CH2:9][CH2:10][N:11]2[CH2:15][CH2:14][CH2:13][CH2:12]2)[CH:3]=1.[B:16]1([B:16]2[O:20][C:19]([CH3:22])([CH3:21])[C:18]([CH3:24])([CH3:23])[O:17]2)[O:20][C:19]([CH3:22])([CH3:21])[C:18]([CH3:24])([CH3:23])[O:17]1.C([O-])(=O)C.[K+], predict the reaction product. The product is: [N:11]1([CH2:10][CH2:9][O:8][C:4]2[CH:3]=[C:2]([B:16]3[O:20][C:19]([CH3:22])([CH3:21])[C:18]([CH3:24])([CH3:23])[O:17]3)[CH:7]=[CH:6][N:5]=2)[CH2:15][CH2:14][CH2:13][CH2:12]1.